From a dataset of Forward reaction prediction with 1.9M reactions from USPTO patents (1976-2016). Predict the product of the given reaction. Given the reactants [Cl:1][C:2]1[C:3](=[O:29])[N:4]([C:19]2[CH:20]=[C:21]([CH:25]=[CH:26][C:27]=2[CH3:28])[C:22](O)=[O:23])[C:5]([CH3:18])=[CH:6][C:7]=1[O:8][CH2:9][C:10]1[CH:15]=[CH:14][C:13]([F:16])=[CH:12][C:11]=1[F:17].CN.C1COCC1.C[CH2:38][N:39]=C=NCCCN(C)C.ON1C2C=CC=CC=2N=N1.C(N(CC)CC)C, predict the reaction product. The product is: [Cl:1][C:2]1[C:3](=[O:29])[N:4]([C:19]2[CH:20]=[C:21]([CH:25]=[CH:26][C:27]=2[CH3:28])[C:22]([NH:39][CH3:38])=[O:23])[C:5]([CH3:18])=[CH:6][C:7]=1[O:8][CH2:9][C:10]1[CH:15]=[CH:14][C:13]([F:16])=[CH:12][C:11]=1[F:17].